From a dataset of hERG potassium channel inhibition data for cardiac toxicity prediction from Karim et al.. Regression/Classification. Given a drug SMILES string, predict its toxicity properties. Task type varies by dataset: regression for continuous values (e.g., LD50, hERG inhibition percentage) or binary classification for toxic/non-toxic outcomes (e.g., AMES mutagenicity, cardiotoxicity, hepatotoxicity). Dataset: herg_karim. (1) The drug is C[C@H]1CCCN1CCCOc1ccc(N2CCN(C(=O)c3ccc(F)cc3)CC2=O)cc1.O=CO. The result is 0 (non-blocker). (2) The result is 0 (non-blocker). The drug is O=C(O)c1ccc2cccnc2c1N1CCN(CCc2ccc(OCCCN3CCCCCC3)cc2)CC1. (3) The drug is CNC(=O)c1c(-c2ccc(F)cc2)oc2ccc(-c3cc(C(=O)NC4(c5ncccn5)CC4)ccc3C)c(F)c12. The result is 0 (non-blocker). (4) The drug is CCN(CC)Cc1ccc2c(c1)CC[C@H](N1CCN(CCc3cc(N)cc(C(F)(F)F)c3)CC1=O)C2. The result is 1 (blocker).